This data is from Forward reaction prediction with 1.9M reactions from USPTO patents (1976-2016). The task is: Predict the product of the given reaction. Given the reactants [NH2:1][C:2]1[N:32]=[C:5]2[CH:6]=[CH:7][C:8]([O:10][C:11]3[CH:12]=[C:13]([NH:18][C:19](=[O:31])[C:20]4[CH:25]=[CH:24][CH:23]=[C:22]([C:26]([C:29]#[N:30])([CH3:28])[CH3:27])[CH:21]=4)[CH:14]=[CH:15][C:16]=3[CH3:17])=[CH:9][N:4]2[N:3]=1.[N:33]1[CH:38]=[CH:37][CH:36]=[C:35]([C:39](Cl)=[O:40])[CH:34]=1.C(=O)([O-])O.[Na+], predict the reaction product. The product is: [C:29]([C:26]([C:22]1[CH:21]=[C:20]([C:19]([NH:18][C:13]2[CH:14]=[CH:15][C:16]([CH3:17])=[C:11]([CH:12]=2)[O:10][C:8]2[CH:7]=[CH:6][C:5]3[N:4]([N:3]=[C:2]([NH:1][C:39]([C:35]4[CH:34]=[N:33][CH:38]=[CH:37][CH:36]=4)=[O:40])[N:32]=3)[CH:9]=2)=[O:31])[CH:25]=[CH:24][CH:23]=1)([CH3:28])[CH3:27])#[N:30].